Dataset: Catalyst prediction with 721,799 reactions and 888 catalyst types from USPTO. Task: Predict which catalyst facilitates the given reaction. (1) Reactant: [CH2:1]([C:3]1[C:7]([CH2:8]O)=[C:6]([CH3:10])[O:5][N:4]=1)[CH3:2].O=S(Cl)[Cl:13]. Product: [Cl:13][CH2:8][C:7]1[C:3]([CH2:1][CH3:2])=[N:4][O:5][C:6]=1[CH3:10]. The catalyst class is: 4. (2) Reactant: [Br:1][C:2]1[CH:3]=[CH:4][C:5]2[S:10](=[O:12])(=[O:11])[N:9]([C:13]3[C:14]([C:41]([CH3:49])([CH3:48])[O:42][SiH2:43][C:44]([CH3:47])([CH3:46])[CH3:45])=[C:15]([C:19]4[CH:20]=[C:21]([NH:26][C:27]5[CH:32]=[CH:31][C:30]([C:33]([N:35]6[CH2:40][CH2:39][O:38][CH2:37][CH2:36]6)=[O:34])=[CH:29][N:28]=5)[C:22](=[O:25])[NH:23][CH:24]=4)[CH:16]=[CH:17][CH:18]=3)[CH2:8][CH2:7][C:6]=2[CH:50]=1.Cl.[C:52]([O-])([O-])=O.[Na+].[Na+]. The catalyst class is: 5. Product: [Br:1][C:2]1[CH:3]=[CH:4][C:5]2[S:10](=[O:11])(=[O:12])[N:9]([C:13]3[C:14]([C:41]([CH3:49])([CH3:48])[O:42][SiH2:43][C:44]([CH3:45])([CH3:47])[CH3:46])=[C:15]([C:19]4[CH:20]=[C:21]([NH:26][C:27]5[CH:32]=[CH:31][C:30]([C:33]([N:35]6[CH2:36][CH2:37][O:38][CH2:39][CH2:40]6)=[O:34])=[CH:29][N:28]=5)[C:22](=[O:25])[N:23]([CH3:52])[CH:24]=4)[CH:16]=[CH:17][CH:18]=3)[CH2:8][CH2:7][C:6]=2[CH:50]=1. (3) Reactant: C[O:2][C:3](=[O:34])[C:4]1[CH:9]=[C:8]([C:10]#[N:11])[CH:7]=[CH:6][C:5]=1[CH:12]1[C:17]2[C:18](=[O:21])[CH2:19][CH2:20][C:16]=2[N:15]([C:22]2[CH:27]=[CH:26][CH:25]=[C:24]([C:28]([F:31])([F:30])[F:29])[CH:23]=2)[C:14](=[O:32])[N:13]1[CH3:33].[OH-].[Li+].Cl. Product: [C:10]([C:8]1[CH:7]=[CH:6][C:5]([CH:12]2[C:17]3[C:18](=[O:21])[CH2:19][CH2:20][C:16]=3[N:15]([C:22]3[CH:27]=[CH:26][CH:25]=[C:24]([C:28]([F:31])([F:29])[F:30])[CH:23]=3)[C:14](=[O:32])[N:13]2[CH3:33])=[C:4]([CH:9]=1)[C:3]([OH:34])=[O:2])#[N:11]. The catalyst class is: 38. (4) Reactant: [CH3:1][O:2][C:3]1[CH:4]=[C:5]([CH:9]=[C:10]([N+:14]([O-:16])=[O:15])[C:11]=1[O:12][CH3:13])[C:6]([OH:8])=O.[C:17]([NH:20][NH2:21])(=[O:19])[CH3:18]. Product: [C:17]([NH:20][NH:21][C:6](=[O:8])[C:5]1[CH:9]=[C:10]([N+:14]([O-:16])=[O:15])[C:11]([O:12][CH3:13])=[C:3]([O:2][CH3:1])[CH:4]=1)(=[O:19])[CH3:18]. The catalyst class is: 7. (5) Reactant: [F:1][C:2]1[CH:10]=[CH:9][C:5]([C:6]([OH:8])=[O:7])=[CH:4][C:3]=1[N+:11]([O-:13])=[O:12].C(=O)([O-])[O-].[K+].[K+].[CH2:20](Br)[CH:21]=[CH2:22]. Product: [CH2:22]([O:7][C:6](=[O:8])[C:5]1[CH:9]=[CH:10][C:2]([F:1])=[C:3]([N+:11]([O-:13])=[O:12])[CH:4]=1)[CH:21]=[CH2:20]. The catalyst class is: 3. (6) Reactant: [OH:1][C@H:2]([CH2:21][NH:22][C:23]([CH3:36])([CH3:35])[CH2:24][C:25]1[CH:34]=[CH:33][C:32]2[C:27](=[CH:28][CH:29]=[CH:30][CH:31]=2)[CH:26]=1)[CH2:3][O:4][CH:5]([C:7]1[CH:12]=[CH:11][CH:10]=[CH:9][C:8]=1[C:13]1[CH:18]=[CH:17][C:16]([C:19]#[N:20])=[CH:15][CH:14]=1)[CH3:6].[Cl-].[NH4+].[N-:39]=[N+:40]=[N-:41].[Na+].O. Product: [CH3:36][C:23]([NH:22][CH2:21][C@@H:2]([OH:1])[CH2:3][O:4][CH:5]([C:7]1[CH:12]=[CH:11][CH:10]=[CH:9][C:8]=1[C:13]1[CH:14]=[CH:15][C:16]([C:19]2[NH:41][N:40]=[N:39][N:20]=2)=[CH:17][CH:18]=1)[CH3:6])([CH3:35])[CH2:24][C:25]1[CH:34]=[CH:33][C:32]2[C:27](=[CH:28][CH:29]=[CH:30][CH:31]=2)[CH:26]=1. The catalyst class is: 9. (7) Product: [CH:35]1([O:1][C:2]2[CH:3]=[CH:4][C:5]([N:8]3[C:13](=[O:14])[C:12]([CH2:15][C:16]4[CH:21]=[CH:20][C:19]([C:22]5[C:23]([C:28]#[N:29])=[CH:24][CH:25]=[CH:26][CH:27]=5)=[CH:18][CH:17]=4)=[C:11]([CH2:30][CH2:31][CH3:32])[N:10]=[C:9]3[CH3:33])=[CH:6][CH:7]=2)[CH2:37][CH2:36]1. Reactant: [OH:1][C:2]1[CH:7]=[CH:6][C:5]([N:8]2[C:13](=[O:14])[C:12]([CH2:15][C:16]3[CH:21]=[CH:20][C:19]([C:22]4[C:23]([C:28]#[N:29])=[CH:24][CH:25]=[CH:26][CH:27]=4)=[CH:18][CH:17]=3)=[C:11]([CH2:30][CH2:31][CH3:32])[N:10]=[C:9]2[CH3:33])=[CH:4][CH:3]=1.Br[CH:35]1[CH2:37][CH2:36]1.C(=O)([O-])[O-].[Cs+].[Cs+].C(OCC)(=O)C. The catalyst class is: 35. (8) Reactant: [NH:1]1[C:5]2=[N:6][CH:7]=[CH:8][CH:9]=[C:4]2[C:3]([CH:10]=[N:11]O)=[CH:2]1.O. Product: [NH:1]1[C:5]2=[N:6][CH:7]=[CH:8][CH:9]=[C:4]2[C:3]([C:10]#[N:11])=[CH:2]1. The catalyst class is: 152. (9) Reactant: [BH4-].[Na+].[NH2:3][C:4]([NH:6][C:7]1[NH:8][C:9]([C:17]2[CH:22]=[CH:21][CH:20]=[C:19]([Cl:23])[CH:18]=2)=[C:10]([CH:15]=[O:16])[C:11]=1[C:12]([NH2:14])=[O:13])=[O:5].O1CCCC1CO. Product: [NH2:3][C:4]([NH:6][C:7]1[NH:8][C:9]([C:17]2[CH:22]=[CH:21][CH:20]=[C:19]([Cl:23])[CH:18]=2)=[C:10]([CH2:15][OH:16])[C:11]=1[C:12]([NH2:14])=[O:13])=[O:5]. The catalyst class is: 775.